This data is from NCI-60 drug combinations with 297,098 pairs across 59 cell lines. The task is: Regression. Given two drug SMILES strings and cell line genomic features, predict the synergy score measuring deviation from expected non-interaction effect. Synergy scores: CSS=53.3, Synergy_ZIP=5.66, Synergy_Bliss=4.68, Synergy_Loewe=0.105, Synergy_HSA=5.79. Drug 1: C1=C(C(=O)NC(=O)N1)N(CCCl)CCCl. Drug 2: CC=C1C(=O)NC(C(=O)OC2CC(=O)NC(C(=O)NC(CSSCCC=C2)C(=O)N1)C(C)C)C(C)C. Cell line: SF-295.